Dataset: Reaction yield outcomes from USPTO patents with 853,638 reactions. Task: Predict the reaction yield, written as a fraction of the theoretical maximum amount of product (1.0 means a 100% yield; for example, 0.34 means a 34% yield). (1) The reactants are C([O:8][C:9]1[CH:17]=[C:16]2[C:12]([CH:13]=[N:14][N:15]2[CH2:18][C@@H:19]([O:21][Si:22]([C:25]([CH3:28])([CH3:27])[CH3:26])([CH3:24])[CH3:23])[CH3:20])=[CH:11][CH:10]=1)C1C=CC=CC=1. The catalyst is CO.[Pd]. The product is [C:25]([Si:22]([CH3:24])([CH3:23])[O:21][C@@H:19]([CH3:20])[CH2:18][N:15]1[C:16]2[C:12](=[CH:11][CH:10]=[C:9]([OH:8])[CH:17]=2)[CH:13]=[N:14]1)([CH3:27])([CH3:28])[CH3:26]. The yield is 0.900. (2) The reactants are Cl[C:2]1[C:3]([C:12]([F:15])([F:14])[F:13])=[CH:4][C:5]([N+:9]([O-:11])=[O:10])=[C:6]([NH2:8])[CH:7]=1.C([O-])([O-])=O.[K+].[K+].[Cl:22][C:23]1[CH:24]=[C:25]([OH:30])[CH:26]=[CH:27][C:28]=1[Cl:29]. The catalyst is CC(N(C)C)=O. The product is [Cl:22][C:23]1[CH:24]=[C:25]([CH:26]=[CH:27][C:28]=1[Cl:29])[O:30][C:2]1[C:3]([C:12]([F:15])([F:14])[F:13])=[CH:4][C:5]([N+:9]([O-:11])=[O:10])=[C:6]([NH2:8])[CH:7]=1. The yield is 0.990. (3) The reactants are [Cl:1]C(OC(Cl)C)=O.C([N:21]1[CH2:24][CH:23]([O:25][CH2:26][C:27]2[S:31][C:30]3[CH:32]=[CH:33][CH:34]=[CH:35][C:29]=3[CH:28]=2)[CH2:22]1)(C1C=CC=CC=1)C1C=CC=CC=1.CO. The catalyst is ClCCl. The product is [ClH:1].[S:31]1[C:27]([CH2:26][O:25][CH:23]2[CH2:22][NH:21][CH2:24]2)=[CH:28][C:29]2[CH:35]=[CH:34][CH:33]=[CH:32][C:30]1=2. The yield is 0.900. (4) The reactants are [OH:1][C:2]1[CH:7]=[CH:6][C:5]([CH:8]2[CH2:19][CH2:18][C:11]3([CH2:13][CH:12]3[C:14]([O:16][CH3:17])=[O:15])[CH2:10][CH2:9]2)=[CH:4][CH:3]=1.C(N(CC)CC)C.[S:27](O[S:27]([C:30]([F:33])([F:32])[F:31])(=[O:29])=[O:28])([C:30]([F:33])([F:32])[F:31])(=[O:29])=[O:28]. The catalyst is C(Cl)Cl. The product is [F:31][C:30]([F:33])([F:32])[S:27]([O:1][C:2]1[CH:3]=[CH:4][C:5]([CH:8]2[CH2:19][CH2:18][C:11]3([CH2:13][CH:12]3[C:14]([O:16][CH3:17])=[O:15])[CH2:10][CH2:9]2)=[CH:6][CH:7]=1)(=[O:29])=[O:28]. The yield is 0.910. (5) The reactants are C([O:3][C:4]([C@@:6]12[CH2:24][C@H:23]1[CH:22]=[CH:21][CH2:20][CH2:19][CH2:18][CH2:17][CH2:16][C@H:15]([NH:25][C:26]([O:28][C:29]([CH3:32])([CH3:31])[CH3:30])=[O:27])[C:14](=[O:33])[N:13]1[C@@H:9]([CH2:10][C@@H:11]([O:34][C:35]([N:37]3[CH2:45][C:44]4[C:39](=[CH:40][CH:41]=[CH:42][CH:43]=4)[CH2:38]3)=[O:36])[CH2:12]1)[C:8](=[O:46])[NH:7]2)=[O:5])C.O[Li].O. The catalyst is C(Cl)Cl.CO. The product is [C:29]([O:28][C:26]([NH:25][C@@H:15]1[C:14](=[O:33])[N:13]2[C@@H:9]([CH2:10][C@@H:11]([O:34][C:35]([N:37]3[CH2:38][C:39]4[C:44](=[CH:43][CH:42]=[CH:41][CH:40]=4)[CH2:45]3)=[O:36])[CH2:12]2)[C:8](=[O:46])[NH:7][C@@:6]2([C:4]([OH:5])=[O:3])[C@@H:23]([CH2:24]2)[CH:22]=[CH:21][CH2:20][CH2:19][CH2:18][CH2:17][CH2:16]1)=[O:27])([CH3:32])([CH3:30])[CH3:31]. The yield is 0.870.